From a dataset of Reaction yield outcomes from USPTO patents with 853,638 reactions. Predict the reaction yield, written as a fraction of the theoretical maximum amount of product (1.0 means a 100% yield; for example, 0.34 means a 34% yield). The yield is 0.220. The product is [CH3:18][O:19][C@@H:20]1[CH2:24][CH2:23][N:22]([C:2]2[CH:7]=[CH:6][N:5]3[CH:8]=[C:9]([C:11]4[CH:16]=[CH:15][CH:14]=[CH:13][CH:12]=4)[N:10]=[C:4]3[CH:3]=2)[CH2:21]1. The reactants are Br[C:2]1[CH:7]=[CH:6][N:5]2[CH:8]=[C:9]([C:11]3[CH:16]=[CH:15][CH:14]=[CH:13][CH:12]=3)[N:10]=[C:4]2[CH:3]=1.Cl.[CH3:18][O:19][C@@H:20]1[CH2:24][CH2:23][NH:22][CH2:21]1. No catalyst specified.